This data is from Full USPTO retrosynthesis dataset with 1.9M reactions from patents (1976-2016). The task is: Predict the reactants needed to synthesize the given product. (1) Given the product [Cl:1][C:2]1[CH:7]=[CH:6][N:5]=[C:4]2[CH:8]=[C:9]([C:11]([N:22]3[CH2:26][CH2:25][CH2:24][CH2:23]3)=[O:13])[S:10][C:3]=12, predict the reactants needed to synthesize it. The reactants are: [Cl:1][C:2]1[CH:7]=[CH:6][N:5]=[C:4]2[CH:8]=[C:9]([C:11]([O-:13])=O)[S:10][C:3]=12.[Li+].S(Cl)(Cl)=O.C(Cl)Cl.[NH:22]1[CH2:26][CH2:25][CH2:24][CH2:23]1. (2) The reactants are: [Cl:1][C:2]1[CH:7]=[CH:6][CH:5]=[CH:4][C:3]=1[NH:8][C:9](=[O:27])[CH2:10][CH2:11][C:12]1[C:13]([C:20]2[CH:25]=[CH:24][CH:23]=[CH:22][C:21]=2[Cl:26])=[N:14][C:15]([Br:19])=[CH:16][C:17]=1Br.C(=O)([O-])[O-].[K+].[K+]. Given the product [Br:19][C:15]1[CH:16]=[C:17]2[C:12]([CH2:11][CH2:10][C:9](=[O:27])[N:8]2[C:3]2[CH:4]=[CH:5][CH:6]=[CH:7][C:2]=2[Cl:1])=[C:13]([C:20]2[CH:25]=[CH:24][CH:23]=[CH:22][C:21]=2[Cl:26])[N:14]=1, predict the reactants needed to synthesize it. (3) Given the product [S:5]([C:8]1[CH:14]=[CH:13][C:11]([CH3:12])=[CH:10][CH:9]=1)([O:4][CH2:3][CH2:2][F:1])(=[O:7])=[O:6], predict the reactants needed to synthesize it. The reactants are: [F:1][CH2:2][CH2:3][OH:4].[S:5](Cl)([C:8]1[CH:14]=[CH:13][C:11]([CH3:12])=[CH:10][CH:9]=1)(=[O:7])=[O:6]. (4) Given the product [CH:36]1([NH:31][C:32]([NH:5][C:4]2[CH:6]=[CH:7][C:8]([O:9][C:10]3[CH:15]=[CH:14][N:13]=[C:12]4[CH:16]=[C:17]([C:19]5[N:20]=[N:21][N:22]([CH2:24][CH2:25][N:26]6[CH2:27][CH2:28][CH2:29][CH2:30]6)[CH:23]=5)[S:18][C:11]=34)=[C:2]([F:1])[CH:3]=2)=[O:39])[CH2:34][CH2:35]1, predict the reactants needed to synthesize it. The reactants are: [F:1][C:2]1[CH:3]=[C:4]([CH:6]=[CH:7][C:8]=1[O:9][C:10]1[CH:15]=[CH:14][N:13]=[C:12]2[CH:16]=[C:17]([C:19]3[N:20]=[N:21][N:22]([CH2:24][CH2:25][N:26]4[CH2:30][CH2:29][CH2:28][CH2:27]4)[CH:23]=3)[S:18][C:11]=12)[NH2:5].[N:31]1[CH:36]=[CH:35][CH:34]=C[CH:32]=1.ClC(OC1C=CC=CC=1)=[O:39].C1(N)CC1. (5) The reactants are: [I:1]I.[OH-].[K+].[Cl:5][C:6]1[CH:7]=[C:8]([CH:13]([NH:15][C:16]2[O:17][C:18]([C:21]3[CH:22]=[C:23]4[C:27](=[CH:28][CH:29]=3)[NH:26][N:25]=[CH:24]4)=[N:19][N:20]=2)[CH3:14])[CH:9]=[CH:10][C:11]=1[F:12].S([O-])([O-])(=O)=S.[Na+].[Na+]. Given the product [Cl:5][C:6]1[CH:7]=[C:8]([CH:13]([NH:15][C:16]2[O:17][C:18]([C:21]3[CH:22]=[C:23]4[C:27](=[CH:28][CH:29]=3)[NH:26][N:25]=[C:24]4[I:1])=[N:19][N:20]=2)[CH3:14])[CH:9]=[CH:10][C:11]=1[F:12], predict the reactants needed to synthesize it.